From a dataset of Forward reaction prediction with 1.9M reactions from USPTO patents (1976-2016). Predict the product of the given reaction. Given the reactants C(OP([CH2:9][C:10]([O:12][CH2:13][CH3:14])=[O:11])(OCC)=O)C.[H-].[Na+].[CH3:17][N:18]1[C:22]([N:23]2[C:27]3=[N:28][CH:29]=[CH:30][CH:31]=[C:26]3[CH:25]=[CH:24]2)=[C:21]([CH:32]=O)[C:20]([CH3:34])=[N:19]1.O, predict the reaction product. The product is: [CH3:17][N:18]1[C:22]([N:23]2[C:27]3=[N:28][CH:29]=[CH:30][CH:31]=[C:26]3[CH:25]=[CH:24]2)=[C:21](/[CH:32]=[CH:9]/[C:10]([O:12][CH2:13][CH3:14])=[O:11])[C:20]([CH3:34])=[N:19]1.